From a dataset of Catalyst prediction with 721,799 reactions and 888 catalyst types from USPTO. Predict which catalyst facilitates the given reaction. (1) Reactant: [CH2:1]([O:8][C:9]([NH:11][C@H:12]([C:19]([OH:21])=[O:20])[CH2:13][C@@H:14]([CH3:18])[C:15]([OH:17])=[O:16])=[O:10])[C:2]1[CH:7]=[CH:6][CH:5]=[CH:4][CH:3]=1.[C:22](OC(=NC(C)C)NC(C)C)([CH3:25])([CH3:24])[CH3:23]. Product: [C:2]([O:20][C:19](=[O:21])[C@H:12]([CH2:13][C@@H:14]([CH3:18])[C:15]([O:17][C:22]([CH3:23])([CH3:24])[CH3:25])=[O:16])[NH:11][C:9]([O:8][CH2:1][C:2]1[CH:3]=[CH:4][CH:5]=[CH:6][CH:7]=1)=[O:10])([CH3:7])([CH3:3])[CH3:1]. The catalyst class is: 2. (2) Reactant: C([C@@H]1COC(=O)N1[C:14](=[O:36])[C@H:15]([O:31][C:32]([CH3:35])([CH3:34])[CH3:33])[C:16]1[C:17]([I:30])=[C:18]2[C:25]3[CH2:26][CH2:27][CH2:28][CH2:29][C:24]=3[S:23][C:19]2=[N:20][C:21]=1[CH3:22])C1C=CC=CC=1.O.[OH-].[Li+].OO.S([O-])([O-])=[O:43].[Na+].[Na+].Cl. Product: [C:32]([O:31][C@H:15]([C:16]1[C:17]([I:30])=[C:18]2[C:25]3[CH2:26][CH2:27][CH2:28][CH2:29][C:24]=3[S:23][C:19]2=[N:20][C:21]=1[CH3:22])[C:14]([OH:36])=[O:43])([CH3:35])([CH3:34])[CH3:33]. The catalyst class is: 30. (3) Reactant: [N:1]([C:4]1[CH:13]=[CH:12][CH:11]=[CH:10][C:5]=1[C:6]([O:8][CH3:9])=[O:7])=[C:2]=[S:3].[CH2:14]([NH:16][CH2:17][CH3:18])[CH3:15].O. Product: [CH2:14]([N:16]([CH2:17][CH3:18])[C:2](=[S:3])[NH:1][C:4]1[CH:13]=[CH:12][CH:11]=[CH:10][C:5]=1[C:6]([O:8][CH3:9])=[O:7])[CH3:15]. The catalyst class is: 1. (4) Reactant: [H-].[Na+].[CH3:3][O:4][C:5]1[CH:25]=[CH:24][C:8]([CH2:9][N:10]2[CH2:19][CH2:18][C:17]3[C:12](=[CH:13][CH:14]=[C:15]([CH2:20][C:21]#[N:22])[CH:16]=3)[C:11]2=[O:23])=[CH:7][CH:6]=1.Br[CH2:27][CH2:28]Br. Product: [CH3:3][O:4][C:5]1[CH:25]=[CH:24][C:8]([CH2:9][N:10]2[CH2:19][CH2:18][C:17]3[C:12](=[CH:13][CH:14]=[C:15]([C:20]4([C:21]#[N:22])[CH2:28][CH2:27]4)[CH:16]=3)[C:11]2=[O:23])=[CH:7][CH:6]=1. The catalyst class is: 3. (5) Reactant: [O:1]1[C:5]2[CH:6]=[CH:7][CH:8]=[CH:9][C:4]=2[N:3]=[C:2]1[C:10]1[CH:11]=[CH:12][C:13]([NH:17][CH:18]2[CH2:23][CH2:22][O:21][CH2:20][CH2:19]2)=[C:14]([CH:16]=1)[NH2:15].OOS([O-])=O.[K+].C(=O)([O-])[O-].[K+].[K+]. Product: [O:1]1[C:5]2[CH:6]=[CH:7][CH:8]=[CH:9][C:4]=2[N:3]=[C:2]1[C:10]1[CH:11]=[CH:12][C:13]2[N:17]([CH:18]3[CH2:23][CH2:22][O:21][CH2:20][CH2:19]3)[C:2]([CH:10]([CH3:11])[CH3:16])=[N:15][C:14]=2[CH:16]=1. The catalyst class is: 18. (6) Reactant: [Cl:1][C:2]1[CH:3]=[CH:4][C:5]2[N:6]([CH:8]=[C:9]([NH2:11])[N:10]=2)[N:7]=1.[Br:12][CH2:13][C:14](Cl)=[O:15].O. Product: [Br:12][CH2:13][C:14]([NH:11][C:9]1[N:10]=[C:5]2[CH:4]=[CH:3][C:2]([Cl:1])=[N:7][N:6]2[CH:8]=1)=[O:15]. The catalyst class is: 2. (7) Reactant: [C:1]([N:4]1[CH2:9][CH2:8][CH:7]([C:10]2[N:14]=[C:13]([NH:15][C:16]3[N:21]=[CH:20][C:19]([O:22][C:23]4[CH:30]=[CH:29][C:26]([CH:27]=[O:28])=[CH:25][CH:24]=4)=[CH:18][C:17]=3[S:31][C:32]3[CH:37]=[CH:36][CH:35]=[CH:34][C:33]=3[Cl:38])[S:12][N:11]=2)[CH2:6][CH2:5]1)(=[O:3])[CH3:2].CO.[BH4-].[Na+].[NH4+].[Cl-]. Product: [Cl:38][C:33]1[CH:34]=[CH:35][CH:36]=[CH:37][C:32]=1[S:31][C:17]1[C:16]([NH:15][C:13]2[S:12][N:11]=[C:10]([CH:7]3[CH2:8][CH2:9][N:4]([C:1](=[O:3])[CH3:2])[CH2:5][CH2:6]3)[N:14]=2)=[N:21][CH:20]=[C:19]([O:22][C:23]2[CH:24]=[CH:25][C:26]([CH2:27][OH:28])=[CH:29][CH:30]=2)[CH:18]=1. The catalyst class is: 25. (8) Reactant: [O:1]=[C:2]1[CH2:7][O:6][C:5]2[CH:8]=[CH:9][C:10]([CH:12]([CH3:18])[C:13]([O:15]CC)=[O:14])=[CH:11][C:4]=2[NH:3]1.[OH-].[Na+].O.C(O)(=O)C. Product: [O:1]=[C:2]1[CH2:7][O:6][C:5]2[CH:8]=[CH:9][C:10]([CH:12]([CH3:18])[C:13]([OH:15])=[O:14])=[CH:11][C:4]=2[NH:3]1. The catalyst class is: 14.